This data is from Reaction yield outcomes from USPTO patents with 853,638 reactions. The task is: Predict the reaction yield, written as a fraction of the theoretical maximum amount of product (1.0 means a 100% yield; for example, 0.34 means a 34% yield). (1) The reactants are [OH:1][C:2]1[CH:11]=[C:10]2[C:5]([CH:6]=[CH:7][CH:8]=[C:9]2[N:12]2[CH2:17][CH2:16][N:15]([CH3:18])[CH2:14][CH2:13]2)=[CH:4][CH:3]=1.C(N(CC)CC)C.[S:26](O[S:26]([C:29]([F:32])([F:31])[F:30])(=[O:28])=[O:27])([C:29]([F:32])([F:31])[F:30])(=[O:28])=[O:27].[Cl-].[NH4+]. The catalyst is C(Cl)Cl. The product is [F:30][C:29]([F:32])([F:31])[S:26]([O:1][C:2]1[CH:11]=[C:10]2[C:5]([CH:6]=[CH:7][CH:8]=[C:9]2[N:12]2[CH2:17][CH2:16][N:15]([CH3:18])[CH2:14][CH2:13]2)=[CH:4][CH:3]=1)(=[O:28])=[O:27]. The yield is 0.710. (2) The reactants are [F:1][C:2]1[CH:7]=[CH:6][C:5]([NH2:8])=[CH:4][CH:3]=1.C1N=CN([C:14](N2C=NC=C2)=[O:15])C=1.[CH2:21]([O:23][C:24](=[O:43])[CH2:25][CH2:26][C:27]1[CH:32]=[CH:31][CH:30]=[C:29]([N:33]2[C:37]([NH2:38])=[CH:36][C:35]([C:39]([CH3:42])([CH3:41])[CH3:40])=[N:34]2)[CH:28]=1)[CH3:22].O. The catalyst is CN(C=O)C. The product is [CH2:21]([O:23][C:24](=[O:43])[CH2:25][CH2:26][C:27]1[CH:32]=[CH:31][CH:30]=[C:29]([N:33]2[C:37]([NH:38][C:14]([NH:8][C:5]3[CH:6]=[CH:7][C:2]([F:1])=[CH:3][CH:4]=3)=[O:15])=[CH:36][C:35]([C:39]([CH3:42])([CH3:41])[CH3:40])=[N:34]2)[CH:28]=1)[CH3:22]. The yield is 0.330. (3) The reactants are Cl[C:2]1[CH:8]=[C:7]([C:9]#[C:10][CH3:11])[C:5]([NH2:6])=[C:4]([F:12])[CH:3]=1.FC1C=[C:19]([S:21](C)(=[O:23])=[O:22])C=C(I)C=1N.C#CC. The catalyst is [Cu]I. The product is [F:12][C:4]1[CH:3]=[C:2]([S:21]([CH3:19])(=[O:23])=[O:22])[CH:8]=[C:7]([C:9]#[C:10][CH3:11])[C:5]=1[NH2:6]. The yield is 0.920. (4) The reactants are [NH2:1][CH2:2][C:3]([CH3:40])([CH3:39])[CH2:4][NH:5][C:6](=[O:38])[C:7]1[CH:12]=[CH:11][C:10]([NH:13][C:14]2[N:19]=[C:18]([NH:20][C:21]3([C:24]4[CH:29]=[CH:28][C:27]([Cl:30])=[CH:26][CH:25]=4)[CH2:23][CH2:22]3)[N:17]=[C:16]([O:31][CH2:32][C:33]([F:36])([F:35])[F:34])[N:15]=2)=[C:9]([F:37])[CH:8]=1.[O:41]=[C:42]([N:46]1[CH2:50][CH2:49][CH2:48][CH2:47]1)[C:43](O)=[O:44].F[B-](F)(F)F.N1(OC(N(C)C)=[N+](C)C)C2C=CC=CC=2N=N1.CCN(C(C)C)C(C)C. The catalyst is CN(C=O)C. The product is [Cl:30][C:27]1[CH:28]=[CH:29][C:24]([C:21]2([NH:20][C:18]3[N:17]=[C:16]([O:31][CH2:32][C:33]([F:35])([F:36])[F:34])[N:15]=[C:14]([NH:13][C:10]4[CH:11]=[CH:12][C:7]([C:6]([NH:5][CH2:4][C:3]([CH3:40])([CH3:39])[CH2:2][NH:1][C:43](=[O:44])[C:42](=[O:41])[N:46]5[CH2:50][CH2:49][CH2:48][CH2:47]5)=[O:38])=[CH:8][C:9]=4[F:37])[N:19]=3)[CH2:23][CH2:22]2)=[CH:25][CH:26]=1. The yield is 0.140. (5) The reactants are COC1C=C(C=CC=1)C=O.C(CC(OCC)=O)#N.N1CCCCC1.[OH:25][C:26]1[CH:34]=[CH:33][CH:32]=[C:31]2[C:27]=1[CH:28]=[CH:29][NH:30]2.[H-].[Na+].C([O:39][C:40](=O)[C:41]([C:51]#[N:52])=[CH:42][C:43]1[CH:48]=[CH:47][CH:46]=[C:45]([O:49][CH3:50])[CH:44]=1)C. The catalyst is C(O)C.C1(C)C=CC=CC=1. The product is [C:51]([CH:41]1[C:42]([C:43]2[CH:48]=[CH:47][CH:46]=[C:45]([O:49][CH3:50])[CH:44]=2)=[C:34]2[C:26](=[C:27]3[CH:28]=[CH:29][N:30]=[C:31]3[CH:32]=[CH:33]2)[O:25][C:40]1=[O:39])#[N:52]. The yield is 0. (6) The reactants are C[O:2][C:3]([C:5]1[S:6][C:7]([C:20]2[CH:21]=[N:22][CH:23]=[CH:24][CH:25]=2)=[CH:8][C:9]=1[O:10][CH:11]([C:13]1[CH:18]=[CH:17][CH:16]=[CH:15][C:14]=1[Cl:19])[CH3:12])=O.[NH3:26]. The catalyst is CO. The product is [Cl:19][C:14]1[CH:15]=[CH:16][CH:17]=[CH:18][C:13]=1[CH:11]([O:10][C:9]1[CH:8]=[C:7]([C:20]2[CH:21]=[N:22][CH:23]=[CH:24][CH:25]=2)[S:6][C:5]=1[C:3]([NH2:26])=[O:2])[CH3:12]. The yield is 0.540. (7) The reactants are [NH:1]1[CH2:6][CH2:5][CH:4]([C:7]2[N:11]3[C:12]4[CH:18]=[CH:17][NH:16][C:13]=4[N:14]=[CH:15][C:10]3=[N:9][N:8]=2)[CH2:3][CH2:2]1.N1C=CC=CC=1.[CH:25]1([S:28](Cl)(=[O:30])=[O:29])[CH2:27][CH2:26]1. The catalyst is CN(C=O)C. The product is [CH:25]1([S:28]([N:1]2[CH2:2][CH2:3][CH:4]([C:7]3[N:11]4[C:12]5[CH:18]=[CH:17][NH:16][C:13]=5[N:14]=[CH:15][C:10]4=[N:9][N:8]=3)[CH2:5][CH2:6]2)(=[O:30])=[O:29])[CH2:27][CH2:26]1. The yield is 0.0600.